This data is from Forward reaction prediction with 1.9M reactions from USPTO patents (1976-2016). The task is: Predict the product of the given reaction. (1) Given the reactants [O:1]=[C:2]1[O:6][C@@H:5]([C:7]([OH:9])=O)[CH2:4][CH2:3]1.S(Cl)(Cl)=O.C(N(CC)CC)C.[Cl:21][C:22]1[CH:27]=[C:26]([F:28])[CH:25]=[CH:24][C:23]=1[CH2:29][NH2:30], predict the reaction product. The product is: [Cl:21][C:22]1[CH:27]=[C:26]([F:28])[CH:25]=[CH:24][C:23]=1[CH2:29][NH:30][C:7]([CH:5]1[CH2:4][CH2:3][C:2](=[O:1])[O:6]1)=[O:9]. (2) Given the reactants CCN(C(C)C)C(C)C.[I:10][C:11]1[CH:12]=[C:13]([CH:17]=[CH:18][C:19]=1[CH3:20])[C:14]([OH:16])=O.CN(C(ON1N=NC2C=CC(Cl)=CC1=2)=[N+](C)C)C.F[P-](F)(F)(F)(F)F.[F:46][C:47]([F:57])([F:56])[O:48][C:49]1[CH:55]=[CH:54][C:52]([NH2:53])=[CH:51][CH:50]=1, predict the reaction product. The product is: [I:10][C:11]1[CH:12]=[C:13]([CH:17]=[CH:18][C:19]=1[CH3:20])[C:14]([NH:53][C:52]1[CH:54]=[CH:55][C:49]([O:48][C:47]([F:46])([F:56])[F:57])=[CH:50][CH:51]=1)=[O:16].